Dataset: Forward reaction prediction with 1.9M reactions from USPTO patents (1976-2016). Task: Predict the product of the given reaction. (1) Given the reactants Br[C:2]1[C:10]([CH:11]([CH3:13])[CH3:12])=[CH:9][CH:8]=[C:7]2[C:3]=1[CH:4]=[N:5][NH:6]2.C([Li])C(C)C.[B:19](OCCCC)([O:25]CCCC)[O:20]CCCC, predict the reaction product. The product is: [CH:11]([C:10]1[CH:9]=[CH:8][C:7]2[NH:6][N:5]=[CH:4][C:3]=2[C:2]=1[B:19]([OH:25])[OH:20])([CH3:13])[CH3:12]. (2) Given the reactants FC(F)(F)C(O)=O.S(=O)(=O)(O)O.[C:13]([O:17][C:18]([NH:20][C@@H:21]1[CH2:26][CH2:25][CH2:24][N:23]([C:27]2[N:28]([CH2:54][C:55]3[CH:60]=[CH:59][CH:58]=[CH:57][C:56]=3[Cl:61])[C:29]3[C:34](=[O:35])[N:33]([CH3:36])[C:32]4=[C:37]([C:49]([O:51][CH3:52])=[O:50])[N:38](CC5C=CC(OC)=CC=5)[N:39]=[C:31]4[C:30]=3[N:53]=2)[CH2:22]1)=[O:19])([CH3:16])([CH3:15])[CH3:14], predict the reaction product. The product is: [C:13]([O:17][C:18]([NH:20][C@@H:21]1[CH2:26][CH2:25][CH2:24][N:23]([C:27]2[N:28]([CH2:54][C:55]3[CH:60]=[CH:59][CH:58]=[CH:57][C:56]=3[Cl:61])[C:29]3[C:34](=[O:35])[N:33]([CH3:36])[C:32]4=[C:37]([C:49]([O:51][CH3:52])=[O:50])[NH:38][N:39]=[C:31]4[C:30]=3[N:53]=2)[CH2:22]1)=[O:19])([CH3:16])([CH3:14])[CH3:15]. (3) Given the reactants Cl.[CH2:2]([O:4][C:5](=[O:13])[CH2:6][CH:7]1[CH2:12][CH2:11][NH:10][CH2:9][CH2:8]1)[CH3:3].F[C:15]1[CH:20]=[CH:19][C:18]([C:21](=[O:23])[CH3:22])=[CH:17][CH:16]=1.C(=O)([O-])[O-].[K+].[K+].O, predict the reaction product. The product is: [CH2:2]([O:4][C:5](=[O:13])[CH2:6][CH:7]1[CH2:12][CH2:11][N:10]([C:15]2[CH:20]=[CH:19][C:18]([C:21](=[O:23])[CH3:22])=[CH:17][CH:16]=2)[CH2:9][CH2:8]1)[CH3:3]. (4) Given the reactants Cl[SiH:2]1[N:6]([C:7]([CH3:10])([CH3:9])[CH3:8])[CH:5]=[CH:4][N:3]1[C:11]([CH3:14])([CH3:13])[CH3:12].[CH3:15][C:16]([NH-:23])([CH3:22])[CH2:17][C:18]([CH3:21])([CH3:20])[CH3:19].[Li+].CC(N)(C)CC(C)(C)C.C([Li])CCC, predict the reaction product. The product is: [C:11]([N:3]1[CH:4]=[CH:5][N:6]([C:7]([CH3:10])([CH3:9])[CH3:8])[SiH:2]1[NH:23][C:16]([CH3:22])([CH3:15])[CH2:17][C:18]([CH3:21])([CH3:20])[CH3:19])([CH3:14])([CH3:13])[CH3:12]. (5) Given the reactants [CH3:1][C:2]([CH3:24])([CH3:23])[C:3]([O:5][CH2:6][N:7]1[C:15](=[O:16])[N:14]([CH2:17][C:18]#[C:19][CH3:20])[C:13]2[C:8]1=[N:9][C:10]([Cl:22])=[N:11][C:12]=2Cl)=[O:4].[C:25]([O:29][C:30]([N:32]1[CH2:37][CH2:36][NH:35][CH2:34][CH2:33]1)=[O:31])([CH3:28])([CH3:27])[CH3:26].C(N(CC)CC)C.Cl, predict the reaction product. The product is: [C:25]([O:29][C:30]([N:32]1[CH2:37][CH2:36][N:35]([C:12]2[N:11]=[C:10]([Cl:22])[N:9]=[C:8]3[C:13]=2[N:14]([CH2:17][C:18]#[C:19][CH3:20])[C:15](=[O:16])[N:7]3[CH2:6][O:5][C:3](=[O:4])[C:2]([CH3:24])([CH3:23])[CH3:1])[CH2:34][CH2:33]1)=[O:31])([CH3:28])([CH3:26])[CH3:27].